Dataset: Reaction yield outcomes from USPTO patents with 853,638 reactions. Task: Predict the reaction yield, written as a fraction of the theoretical maximum amount of product (1.0 means a 100% yield; for example, 0.34 means a 34% yield). (1) The reactants are [CH2:1]([Mg]Cl)[CH2:2][CH2:3][CH3:4].C(Cl)(Cl)Cl.C(=O)=O.[CH2:14]([O:16][C:17]([N:19]=[C:20]=[S:21])=[O:18])[CH3:15]. The catalyst is O1CCCC1.CCOCC. The product is [CH2:14]([O:16][C:17]([NH:19][C:20](=[S:21])[CH2:1][CH2:2][CH2:3][CH3:4])=[O:18])[CH3:15]. The yield is 0.580. (2) The reactants are [CH3:1][C:2]1[C:3]([C:8]2[CH:13]=[CH:12][C:11]([CH2:14][OH:15])=[CH:10][CH:9]=2)=[N:4][CH:5]=[CH:6][CH:7]=1.[Cr](O[Cr]([O-])(=O)=O)([O-])(=O)=[O:17].[NH+]1C=CC=CC=1.[NH+]1C=CC=CC=1.O. The catalyst is CN(C=O)C. The product is [CH3:1][C:2]1[C:3]([C:8]2[CH:13]=[CH:12][C:11]([C:14]([OH:17])=[O:15])=[CH:10][CH:9]=2)=[N:4][CH:5]=[CH:6][CH:7]=1. The yield is 0.250. (3) The reactants are [OH:1][C:2]1[CH:7]=[CH:6][C:5]([CH3:8])=[CH:4][C:3]=1[C:9](=[O:22])[CH2:10][CH2:11][CH2:12][CH2:13][CH2:14][CH2:15][CH2:16][CH2:17][C:18]([O:20][CH3:21])=[O:19].Cl[C:24]1[C:33]2[C:28](=[CH:29][C:30]([O:36][CH3:37])=[C:31]([O:34][CH3:35])[CH:32]=2)[N:27]=[CH:26][CH:25]=1. The catalyst is CN(C)C1C=CN=CC=1.ClC1C=CC=CC=1Cl. The product is [CH3:35][O:34][C:31]1[CH:32]=[C:33]2[C:28](=[CH:29][C:30]=1[O:36][CH3:37])[N:27]=[CH:26][CH:25]=[C:24]2[O:1][C:2]1[CH:7]=[CH:6][C:5]([CH3:8])=[CH:4][C:3]=1[C:9](=[O:22])[CH2:10][CH2:11][CH2:12][CH2:13][CH2:14][CH2:15][CH2:16][CH2:17][C:18]([O:20][CH3:21])=[O:19]. The yield is 0.100. (4) The reactants are Cl.[OH:2][C@@H:3]1[CH2:8][CH2:7][CH2:6][NH:5][CH2:4]1.[CH3:9][C:10]1[O:14][N:13]=[CH:12][C:11]=1[C:15](O)=[O:16]. No catalyst specified. The product is [OH:2][C@@H:3]1[CH2:8][CH2:7][CH2:6][N:5]([C:15]([C:11]2[CH:12]=[N:13][O:14][C:10]=2[CH3:9])=[O:16])[CH2:4]1. The yield is 0.460. (5) The reactants are [C:1]([NH:6][C:7]1[S:11][N:10]=[C:9]([CH3:12])[C:8]=1[C:13]([NH2:15])=[O:14])(=O)[CH2:2][CH2:3][CH3:4]. The catalyst is N. The product is [CH3:12][C:9]1[C:8]2[C:13](=[O:14])[NH:15][C:1]([CH2:2][CH2:3][CH3:4])=[N:6][C:7]=2[S:11][N:10]=1. The yield is 0.340.